This data is from Full USPTO retrosynthesis dataset with 1.9M reactions from patents (1976-2016). The task is: Predict the reactants needed to synthesize the given product. (1) Given the product [F:34][C:29]1[CH:30]=[C:25]([CH2:24][C:23]([NH:22][C@H:21]([C:20]([NH:19][C@@H:3]2[C:2](=[O:1])[NH:8][C:7]3[CH:9]=[CH:10][CH:11]=[CH:12][C:6]=3[O:5][C@@H:4]2[C:13]2[CH:18]=[CH:17][CH:16]=[CH:15][CH:14]=2)=[O:33])[CH3:32])=[O:31])[CH:26]=[CH:27][CH:28]=1, predict the reactants needed to synthesize it. The reactants are: [O:1]=[C:2]1[NH:8][C:7]2[CH:9]=[CH:10][CH:11]=[CH:12][C:6]=2[O:5][C@H:4]([C:13]2[CH:18]=[CH:17][CH:16]=[CH:15][CH:14]=2)[C@@H:3]1[NH:19][C:20](=[O:33])[C@H:21]([CH3:32])[NH:22][C:23](=[O:31])[CH2:24][C:25]1[CH:30]=[CH:29][CH:28]=[CH:27][CH:26]=1.[F:34]C1C=C(CC(O)=O)C=CC=1. (2) Given the product [NH:13]1[CH2:15][CH2:16][N:17]=[C:12]1[CH:9]1[C:10]2[C:6](=[CH:5][C:4]([CH3:14])=[C:3]([O:2][CH3:1])[CH:11]=2)[CH2:7][CH2:8]1, predict the reactants needed to synthesize it. The reactants are: [CH3:1][O:2][C:3]1[CH:11]=[C:10]2[C:6]([CH2:7][CH2:8][CH:9]2[C:12]#[N:13])=[CH:5][C:4]=1[CH3:14].[CH2:15](N)[CH2:16][NH2:17].C1(C)C=CC(S(O)(=O)=O)=CC=1. (3) Given the product [Br:8][C:4]1[N:3]=[C:2]([NH:1][C:19](=[O:20])[CH:18]=[C:17]([CH3:22])[CH3:16])[CH:7]=[CH:6][CH:5]=1, predict the reactants needed to synthesize it. The reactants are: [NH2:1][C:2]1[CH:7]=[CH:6][CH:5]=[C:4]([Br:8])[N:3]=1.CCN(CC)CC.[CH3:16][C:17]([CH3:22])=[CH:18][C:19](Cl)=[O:20]. (4) Given the product [CH:21]([N:18]1[CH2:19][CH2:20][CH:15]([NH:14][C:10]2[CH:9]=[C:8]([CH:13]=[CH:12][CH:11]=2)[CH:3]=[O:2])[CH2:16][CH2:17]1)([CH3:23])[CH3:22], predict the reactants needed to synthesize it. The reactants are: Cl.[O:2]1CCCO[CH:3]1[C:8]1[CH:9]=[C:10]([NH:14][CH:15]2[CH2:20][CH2:19][N:18]([CH:21]([CH3:23])[CH3:22])[CH2:17][CH2:16]2)[CH:11]=[CH:12][CH:13]=1. (5) Given the product [F:1][C:2]1[CH:7]=[CH:6][CH:5]=[C:4]([CH3:8])[C:3]=1[NH:9][C:10]([C@H:12]1[N:20]([C:21](=[O:43])[C@@H:22]([NH:29][C:30](=[O:42])[C@@H:31]([NH:33][CH3:34])[CH3:32])[CH:23]2[CH2:28][CH2:27][O:26][CH2:25][CH2:24]2)[C:15]2=[N:16][CH:17]=[CH:18][CH:19]=[C:14]2[CH2:13]1)=[O:11], predict the reactants needed to synthesize it. The reactants are: [F:1][C:2]1[CH:7]=[CH:6][CH:5]=[C:4]([CH3:8])[C:3]=1[NH:9][C:10]([C@H:12]1[N:20]([C:21](=[O:43])[C@@H:22]([NH:29][C:30](=[O:42])[C@@H:31]([N:33](C)[C:34](=O)OC(C)(C)C)[CH3:32])[CH:23]2[CH2:28][CH2:27][O:26][CH2:25][CH2:24]2)[C:15]2=[N:16][CH:17]=[CH:18][CH:19]=[C:14]2[CH2:13]1)=[O:11].C(O)(C(F)(F)F)=O. (6) Given the product [NH2:26][C@H:23]([CH2:24][CH3:25])[C:21]([NH:20][C:17]1[CH:18]=[N:19][C:14]([O:13][C:9]2[C:8]3[C:4]([CH:2]([CH3:1])[CH3:3])=[N:5][O:6][C:7]=3[CH:12]=[CH:11][CH:10]=2)=[CH:15][CH:16]=1)=[O:22], predict the reactants needed to synthesize it. The reactants are: [CH3:1][CH:2]([C:4]1[C:8]2[C:9]([O:13][C:14]3[N:19]=[CH:18][C:17]([NH:20][C:21]([C@H:23]([NH:26]C(=O)OC(C)(C)C)[CH2:24][CH3:25])=[O:22])=[CH:16][CH:15]=3)=[CH:10][CH:11]=[CH:12][C:7]=2[O:6][N:5]=1)[CH3:3].C(O)(C(F)(F)F)=O. (7) Given the product [CH2:1]([C:5]1[C:6]([C:16]2[CH:21]=[CH:20][CH:19]=[CH:18][CH:17]=2)=[C:7]([O:15][C:23]2[CH:30]=[CH:29][C:26]([CH:27]=[O:28])=[CH:25][CH:24]=2)[C:8]2[C:13]([CH:14]=1)=[CH:12][CH:11]=[CH:10][CH:9]=2)[CH2:2][CH2:3][CH3:4], predict the reactants needed to synthesize it. The reactants are: [CH2:1]([C:5]1[C:6]([C:16]2[CH:21]=[CH:20][CH:19]=[CH:18][CH:17]=2)=[C:7]([OH:15])[C:8]2[C:13]([CH:14]=1)=[CH:12][CH:11]=[CH:10][CH:9]=2)[CH2:2][CH2:3][CH3:4].F[C:23]1[CH:30]=[CH:29][C:26]([CH:27]=[O:28])=[CH:25][CH:24]=1.C([O-])([O-])=O.[Cs+].[Cs+].